This data is from Reaction yield outcomes from USPTO patents with 853,638 reactions. The task is: Predict the reaction yield, written as a fraction of the theoretical maximum amount of product (1.0 means a 100% yield; for example, 0.34 means a 34% yield). (1) The reactants are C1C2C(COC(=O)[NH:17][CH2:18][CH2:19][CH2:20][CH2:21][C@H:22]3[C:27](=[O:28])[NH:26][C@@H:25]([CH2:29][C:30]4[CH:39]=[CH:38][C:37]5[C:32](=[CH:33][CH:34]=[CH:35][CH:36]=5)[CH:31]=4)[C:24](=[O:40])[N:23]3[CH2:41][C:42]3[CH:47]=[CH:46][C:45]([O:48][C:49]4[CH:54]=[CH:53][CH:52]=[CH:51][CH:50]=4)=[CH:44][CH:43]=3)C3C(=CC=CC=3)C=2C=CC=1.NCCN(CCN)CCN. The catalyst is ClCCl. The product is [NH2:17][CH2:18][CH2:19][CH2:20][CH2:21][C@@H:22]1[N:23]([CH2:41][C:42]2[CH:47]=[CH:46][C:45]([O:48][C:49]3[CH:54]=[CH:53][CH:52]=[CH:51][CH:50]=3)=[CH:44][CH:43]=2)[C:24](=[O:40])[C@H:25]([CH2:29][C:30]2[CH:39]=[CH:38][C:37]3[C:32](=[CH:33][CH:34]=[CH:35][CH:36]=3)[CH:31]=2)[NH:26][C:27]1=[O:28]. The yield is 0.140. (2) The catalyst is C(Cl)Cl.CN(C1C=CN=CC=1)C. The yield is 0.430. The product is [CH2:1]([N:3]1[CH:7]=[C:6]([C:8]2[CH:13]=[CH:12][N:11]=[C:10]3[NH:14][C:15]([C:17]4[CH:18]=[CH:19][C:20]([CH2:23][N:24]5[CH2:28][CH2:27][CH2:26][CH2:25]5)=[CH:21][CH:22]=4)=[CH:16][C:9]=23)[C:5]([C:29]2[CH:30]=[CH:31][C:32]([NH:33][C:38](=[O:39])[CH:37]([CH3:41])[CH3:36])=[CH:34][CH:35]=2)=[N:4]1)[CH3:2]. The reactants are [CH2:1]([N:3]1[CH:7]=[C:6]([C:8]2[CH:13]=[CH:12][N:11]=[C:10]3[NH:14][C:15]([C:17]4[CH:22]=[CH:21][C:20]([CH2:23][N:24]5[CH2:28][CH2:27][CH2:26][CH2:25]5)=[CH:19][CH:18]=4)=[CH:16][C:9]=23)[C:5]([C:29]2[CH:35]=[CH:34][C:32]([NH2:33])=[CH:31][CH:30]=2)=[N:4]1)[CH3:2].[CH3:36][CH:37]([CH3:41])[C:38](Cl)=[O:39]. (3) The reactants are [Cl:1][C:2]1[CH:7]=[CH:6][C:5]([S:8]([N:11]([C@H:21]([CH2:25][CH:26]([CH3:28])[CH3:27])[C:22]([NH2:24])=[O:23])[CH2:12][C:13]2[CH:18]=[CH:17][C:16]([CH2:19][OH:20])=[CH:15][CH:14]=2)(=[O:10])=[O:9])=[CH:4][CH:3]=1.CCN(CC)CC.[CH3:36][S:37](Cl)(=[O:39])=[O:38]. The catalyst is C(Cl)Cl. The product is [C:22]([C@H:21]([N:11]([CH2:12][C:13]1[CH:18]=[CH:17][C:16]([CH2:19][O:20][S:37]([CH3:36])(=[O:39])=[O:38])=[CH:15][CH:14]=1)[S:8]([C:5]1[CH:4]=[CH:3][C:2]([Cl:1])=[CH:7][CH:6]=1)(=[O:10])=[O:9])[CH2:25][CH:26]([CH3:28])[CH3:27])(=[O:23])[NH2:24]. The yield is 1.00. (4) The reactants are [C:1]([C:3]1[C:4]([NH2:20])=[N:5][C:6]([C:15]2[O:16][CH:17]=[CH:18][CH:19]=2)=[C:7]([C:9]2[CH:14]=[CH:13][N:12]=[CH:11][CH:10]=2)[N:8]=1)#[CH:2]. The catalyst is C(O)C.[Pt](=O)=O. The product is [CH2:1]([C:3]1[C:4]([NH2:20])=[N:5][C:6]([C:15]2[O:16][CH:17]=[CH:18][CH:19]=2)=[C:7]([C:9]2[CH:10]=[CH:11][N:12]=[CH:13][CH:14]=2)[N:8]=1)[CH3:2]. The yield is 0.880. (5) The reactants are Br[C:2]1[CH:3]=[C:4]([N+:8]([O-:10])=[O:9])[CH:5]=[CH:6][CH:7]=1.[CH2:11]([NH2:17])[CH2:12][CH2:13][CH2:14][CH2:15][CH3:16]. The yield is 0.590. The product is [N+:8]([C:4]1[CH:3]=[C:2]([CH:7]=[CH:6][CH:5]=1)[NH:17][CH2:11][CH2:12][CH2:13][CH2:14][CH2:15][CH3:16])([O-:10])=[O:9]. No catalyst specified. (6) The reactants are [Cl:1][C:2]1[CH:3]=[C:4]2[C:9](=[CH:10][CH:11]=1)[N:8]=[C:7]([N:12]([CH:14]([CH3:16])[CH3:15])[CH3:13])[C:6]([C:17]([O:19]C(C)(C)C)=[O:18])=[C:5]2[C:24]1[CH:29]=[CH:28][CH:27]=[CH:26][CH:25]=1.C(O)(C(F)(F)F)=O. The catalyst is C(Cl)Cl. The product is [Cl:1][C:2]1[CH:3]=[C:4]2[C:9](=[CH:10][CH:11]=1)[N:8]=[C:7]([N:12]([CH:14]([CH3:15])[CH3:16])[CH3:13])[C:6]([C:17]([OH:19])=[O:18])=[C:5]2[C:24]1[CH:25]=[CH:26][CH:27]=[CH:28][CH:29]=1. The yield is 0.740. (7) The reactants are [OH:1][C:2]1[C:3]([C:11]2([CH2:32]O)[C:19]3[C:14](=[CH:15][CH:16]=[CH:17][CH:18]=3)[N:13]([CH2:20][C:21]3[CH:22]=[C:23]([CH:28]=[CH:29][CH:30]=3)[C:24]([O:26][CH3:27])=[O:25])[C:12]2=[O:31])=[CH:4][C:5]2[O:9][CH2:8][O:7][C:6]=2[CH:10]=1.C1(CCN2C3C(=CC=CC=3)C(C3C(O)=CC4OCOC=4C=3)(CO)C2=O)CC1. The yield is 0.730. No catalyst specified. The product is [O:31]=[C:12]1[C:11]2([C:3]3=[CH:4][C:5]4[O:9][CH2:8][O:7][C:6]=4[CH:10]=[C:2]3[O:1][CH2:32]2)[C:19]2[C:14](=[CH:15][CH:16]=[CH:17][CH:18]=2)[N:13]1[CH2:20][C:21]1[CH:22]=[C:23]([CH:28]=[CH:29][CH:30]=1)[C:24]([O:26][CH3:27])=[O:25].